Dataset: Catalyst prediction with 721,799 reactions and 888 catalyst types from USPTO. Task: Predict which catalyst facilitates the given reaction. (1) Reactant: C(NC(C)C)(C)C.C([Li])CCC.[CH3:13][C:14]1[CH:19]=[CH:18][N:17]=[C:16]([S:20][CH3:21])[N:15]=1.[Cl:22][C:23]1[CH:34]=[C:33]([Cl:35])[CH:32]=[CH:31][C:24]=1[C:25](N(OC)C)=[O:26].[NH4+].[Cl-]. Product: [Cl:22][C:23]1[CH:34]=[C:33]([Cl:35])[CH:32]=[CH:31][C:24]=1[C:25](=[O:26])[CH2:13][C:14]1[CH:19]=[CH:18][N:17]=[C:16]([S:20][CH3:21])[N:15]=1. The catalyst class is: 168. (2) Reactant: [NH2:1][C:2]1[CH:7]=[CH:6][C:5]([CH2:8][C:9]([O:11][C:12]([CH3:15])([CH3:14])[CH3:13])=[O:10])=[CH:4][C:3]=1[CH3:16].CCN(CC)CC.[C:24]1([N:30]=[C:31]=[O:32])[CH:29]=[CH:28][CH:27]=[CH:26][CH:25]=1. Product: [CH3:16][C:3]1[CH:4]=[C:5]([CH2:8][C:9]([O:11][C:12]([CH3:13])([CH3:15])[CH3:14])=[O:10])[CH:6]=[CH:7][C:2]=1[NH:1][C:31]([NH:30][C:24]1[CH:29]=[CH:28][CH:27]=[CH:26][CH:25]=1)=[O:32]. The catalyst class is: 1. (3) Reactant: C(OC([O:8][C:9]1[CH:18]=[CH:17][C:16]2[C:11](=[C:12]([O:79]C(OC(C)(C)C)=O)[CH:13]=[CH:14][C:15]=2[C@@H:19]([O:71][Si](C(C)(C)C)(C)C)[CH2:20][N:21]([CH2:29][CH2:30][CH2:31][CH2:32][CH2:33][CH2:34][O:35][CH2:36][CH2:37][CH2:38][CH2:39][C:40]2[CH:45]=[CH:44][C:43]([NH:46][C:47]([NH:49][CH2:50][C:51]3[C:52]([NH:64][CH:65]4[CH2:70][CH2:69][O:68][CH2:67][CH2:66]4)=[C:53]4[CH:61]=[N:60][N:59]([CH2:62][CH3:63])[C:54]4=[N:55][C:56]=3[CH2:57][CH3:58])=[O:48])=[CH:42][CH:41]=2)C(=O)OC(C)(C)C)[N:10]=1)=O)(C)(C)C.Cl. Product: [CH2:62]([N:59]1[C:54]2=[N:55][C:56]([CH2:57][CH3:58])=[C:51]([CH2:50][NH:49][C:47]([NH:46][C:43]3[CH:44]=[CH:45][C:40]([CH2:39][CH2:38][CH2:37][CH2:36][O:35][CH2:34][CH2:33][CH2:32][CH2:31][CH2:30][CH2:29][NH:21][CH2:20][C@H:19]([OH:71])[C:15]4[CH:14]=[CH:13][C:12]([OH:79])=[C:11]5[C:16]=4[CH:17]=[CH:18][C:9](=[O:8])[NH:10]5)=[CH:41][CH:42]=3)=[O:48])[C:52]([NH:64][CH:65]3[CH2:70][CH2:69][O:68][CH2:67][CH2:66]3)=[C:53]2[CH:61]=[N:60]1)[CH3:63]. The catalyst class is: 5. (4) Reactant: C[O:2][C:3](=[O:38])[C@@H:4]([NH:15][C:16]([C:18]1[C:19]([CH3:37])=[N:20][C:21]([NH:25][CH:26]2[CH2:35][CH2:34][C:33]3[C:28](=[C:29]([OH:36])[CH:30]=[CH:31][CH:32]=3)[CH2:27]2)=[N:22][C:23]=1[CH3:24])=[O:17])[CH2:5][NH:6][C:7]([C:9]1[CH:14]=[N:13][CH:12]=[CH:11][N:10]=1)=[O:8].O.[OH-].[Li+].S([O-])(O)(=O)=O.[K+]. Product: [OH:36][C:29]1[CH:30]=[CH:31][CH:32]=[C:33]2[C:28]=1[CH2:27][CH:26]([NH:25][C:21]1[N:22]=[C:23]([CH3:24])[C:18]([C:16]([NH:15][C@@H:4]([CH2:5][NH:6][C:7]([C:9]3[CH:14]=[N:13][CH:12]=[CH:11][N:10]=3)=[O:8])[C:3]([OH:38])=[O:2])=[O:17])=[C:19]([CH3:37])[N:20]=1)[CH2:35][CH2:34]2. The catalyst class is: 20. (5) Reactant: [CH3:1][C:2]1([CH3:21])[O:7][CH2:6][C:5](=[CH:8][CH2:9][N:10]2[CH:18]=[N:17][C:16]3[C:11]2=[N:12][C:13]([NH2:20])=[N:14][C:15]=3[Cl:19])[CH2:4][O:3]1. Product: [NH2:20][C:13]1[N:12]=[C:11]2[C:16]([N:17]=[CH:18][N:10]2[CH2:9][CH2:8][CH:5]2[CH2:4][O:3][C:2]([CH3:1])([CH3:21])[O:7][CH2:6]2)=[C:15]([Cl:19])[N:14]=1. The catalyst class is: 304. (6) Reactant: [NH2:1][CH2:2][CH2:3][CH2:4][C:5]1[C:6](=[N:11][NH:12][C:13]2[CH:18]=[CH:17][CH:16]=[C:15]([F:19])[CH:14]=2)[C:7]([NH2:10])=[N:8][N:9]=1.C(N(CC)CC)C.S(OCCOS(C1C=CC(C)=CC=1)(=O)=O)(C1C=CC(C)=CC=1)(=O)=O.[C:51]([O:54][CH2:55][CH3:56])(=O)[CH3:52]. Product: [F:19][C:15]1[CH:14]=[C:13]([NH:12][N:11]=[C:6]2[C:5]([CH2:4][CH2:3][CH2:2][N:1]3[CH2:56][CH2:55][O:54][CH2:51][CH2:52]3)=[N:9][N:8]=[C:7]2[NH2:10])[CH:18]=[CH:17][CH:16]=1. The catalyst class is: 3.